Dataset: Forward reaction prediction with 1.9M reactions from USPTO patents (1976-2016). Task: Predict the product of the given reaction. (1) Given the reactants [CH:1]1([NH:9][C:10]2[O:11][CH2:12][C:13]3[CH:19]=[C:18]([NH2:20])[CH:17]=[CH:16][C:14]=3[N:15]=2)[CH2:8][CH2:7][CH2:6][CH2:5][CH2:4][CH2:3]C1.[CH:21]([N:24]=[C:25]=[O:26])([CH3:23])[CH3:22], predict the reaction product. The product is: [CH:1]1([NH:9][C:10]2[O:11][CH2:12][C:13]3[CH:19]=[C:18]([NH:20][C:25]([NH:24][CH:21]([CH3:23])[CH3:22])=[O:26])[CH:17]=[CH:16][C:14]=3[N:15]=2)[CH2:3][CH2:4][CH2:5][CH2:6][CH2:7][CH2:8]1. (2) Given the reactants [CH2:1]([N:8]1[CH:12]=[C:11]([C:13]([C:15]2[C:16](F)=[N:17][CH:18]=[CH:19][CH:20]=2)=[O:14])[N:10]=[CH:9]1)[C:2]1[CH:7]=[CH:6][CH:5]=[CH:4][CH:3]=1.[OH-].[NH4+:23], predict the reaction product. The product is: [NH2:23][C:16]1[C:15]([C:13]([C:11]2[N:10]=[CH:9][N:8]([CH2:1][C:2]3[CH:7]=[CH:6][CH:5]=[CH:4][CH:3]=3)[CH:12]=2)=[O:14])=[CH:20][CH:19]=[CH:18][N:17]=1. (3) Given the reactants [C:1]([N:3]1[CH2:8][CH2:7][CH:6]([N:9]([CH:23]2[CH2:25][CH2:24]2)[C:10](=[O:22])[C:11]2[CH:16]=[CH:15][C:14]([C:17]3[O:21][CH:20]=[N:19][CH:18]=3)=[CH:13][CH:12]=2)[CH2:5][CH2:4]1)#[N:2].[OH:26][NH:27][C:28](=N)[CH2:29][O:30][CH3:31], predict the reaction product. The product is: [CH:23]1([N:9]([CH:6]2[CH2:5][CH2:4][N:3]([C:1]3[O:26][N:27]=[C:28]([CH2:29][O:30][CH3:31])[N:2]=3)[CH2:8][CH2:7]2)[C:10](=[O:22])[C:11]2[CH:12]=[CH:13][C:14]([C:17]3[O:21][CH:20]=[N:19][CH:18]=3)=[CH:15][CH:16]=2)[CH2:25][CH2:24]1.